From a dataset of Full USPTO retrosynthesis dataset with 1.9M reactions from patents (1976-2016). Predict the reactants needed to synthesize the given product. (1) Given the product [I-:1].[I-:1].[CH2:2]([N+:8]1[CH:13]=[CH:12][CH:11]=[CH:10][CH:9]=1)[CH2:3][CH2:4][CH2:5][CH2:6][N+:8]1[CH:13]=[CH:12][CH:11]=[CH:10][CH:9]=1, predict the reactants needed to synthesize it. The reactants are: [I:1][CH2:2][CH2:3][CH2:4][CH2:5][CH2:6]I.[N:8]1[CH:13]=[CH:12][CH:11]=[CH:10][CH:9]=1. (2) Given the product [C:9]([C:11]1[C:16]2[N:17]=[C:18]([C:20]([N:2]([CH3:3])[CH3:1])=[O:21])[O:19][C:15]=2[C:14]([F:25])=[C:13]([C:26]2[CH:31]=[CH:30][CH:29]=[CH:28][CH:27]=2)[C:12]=1[CH3:32])#[N:10], predict the reactants needed to synthesize it. The reactants are: [CH3:1][N:2](C)[CH3:3].Cl.CNC.[C:9]([C:11]1[C:16]2[N:17]=[C:18]([C:20](OCC)=[O:21])[O:19][C:15]=2[C:14]([F:25])=[C:13]([C:26]2[CH:31]=[CH:30][CH:29]=[CH:28][CH:27]=2)[C:12]=1[CH3:32])#[N:10].Cl. (3) Given the product [CH:26]1([NH:25][C:23]([C:8]2[N:9]=[N:10][N:11]([C:12]3[CH:17]=[CH:16][C:15]([C:18]([NH:20][CH2:21][CH3:22])=[O:19])=[CH:14][CH:13]=3)[C:7]=2[CH2:6][N:35]2[CH2:40][CH2:39][O:38][CH2:37][CH2:36]2)=[O:24])[CH2:27][CH2:28]1, predict the reactants needed to synthesize it. The reactants are: CS(O[CH2:6][C:7]1[N:11]([C:12]2[CH:17]=[CH:16][C:15]([C:18]([NH:20][CH2:21][CH3:22])=[O:19])=[CH:14][CH:13]=2)[N:10]=[N:9][C:8]=1[C:23]([NH:25][CH:26]1[CH2:28][CH2:27]1)=[O:24])(=O)=O.C(=O)([O-])[O-].[K+].[K+].[NH:35]1[CH2:40][CH2:39][O:38][CH2:37][CH2:36]1. (4) The reactants are: [Cl:1][C:2]1[N:3]=[C:4](Cl)[C:5]2[N:10]=[N:9][N:8]([CH2:11][C:12]3[CH:17]=[CH:16][C:15]([O:18][CH3:19])=[CH:14][CH:13]=3)[C:6]=2[N:7]=1.CCN(C(C)C)C(C)C.[NH:30]1[CH2:34][CH2:33][C@H:32]([OH:35])[CH2:31]1.O. Given the product [Cl:1][C:2]1[N:3]=[C:4]([N:30]2[CH2:34][CH2:33][C@H:32]([OH:35])[CH2:31]2)[C:5]2[N:10]=[N:9][N:8]([CH2:11][C:12]3[CH:17]=[CH:16][C:15]([O:18][CH3:19])=[CH:14][CH:13]=3)[C:6]=2[N:7]=1, predict the reactants needed to synthesize it. (5) Given the product [F:1][C:9]1[CH:10]=[CH:11][C:12]([S:14][C:15]#[N:16])=[CH:13][C:8]=1[C:6]#[N:7], predict the reactants needed to synthesize it. The reactants are: [F:1][B-](F)(F)F.[C:6]([C:8]1[CH:13]=[C:12]([S:14][C:15]#[N:16])[CH:11]=[CH:10][C:9]=1[N+]#N)#[N:7]. (6) Given the product [CH3:19][C:18]1[CH:17]=[CH:16][N:15]=[CH:14][C:13]=1[N:2]1[CH2:3][CH2:4][C:5]2[C:10](=[CH:9][CH:8]=[N:7][CH:6]=2)[C:1]1=[O:11], predict the reactants needed to synthesize it. The reactants are: [C:1]1(=[O:11])[C:10]2[C:5](=[CH:6][N:7]=[CH:8][CH:9]=2)[CH2:4][CH2:3][NH:2]1.I[C:13]1[CH:14]=[N:15][CH:16]=[CH:17][C:18]=1[CH3:19].P([O-])([O-])([O-])=O.[K+].[K+].[K+]. (7) Given the product [CH3:20][O:21]/[N:22]=[C:8](/[C:5]1[CH:6]=[CH:7][C:2]([NH2:1])=[CH:3][CH:4]=1)\[CH2:9][C:10]1[N:11]([CH2:15][CH2:16][CH3:17])[CH:12]=[CH:13][N:14]=1, predict the reactants needed to synthesize it. The reactants are: [NH2:1][C:2]1[CH:7]=[CH:6][C:5]([C:8](=O)[CH2:9][C:10]2[N:11]([CH2:15][CH2:16][CH3:17])[CH:12]=[CH:13][N:14]=2)=[CH:4][CH:3]=1.Cl.[CH3:20][O:21][NH2:22].C(=O)(O)[O-].[Na+]. (8) Given the product [Cl:13][C:14]1[CH:21]=[CH:20][C:17]([CH2:18][N:4]2[C:5]3[C:10](=[CH:9][C:8]([CH:11]=[O:12])=[CH:7][CH:6]=3)[C:2]([I:1])=[N:3]2)=[C:16]([C:22]([F:23])([F:24])[F:25])[CH:15]=1, predict the reactants needed to synthesize it. The reactants are: [I:1][C:2]1[C:10]2[C:5](=[CH:6][CH:7]=[C:8]([CH:11]=[O:12])[CH:9]=2)[NH:4][N:3]=1.[Cl:13][C:14]1[CH:21]=[CH:20][C:17]([CH2:18]Br)=[C:16]([C:22]([F:25])([F:24])[F:23])[CH:15]=1.